From a dataset of Catalyst prediction with 721,799 reactions and 888 catalyst types from USPTO. Predict which catalyst facilitates the given reaction. Reactant: [CH3:1][NH:2][C:3]([C:5]1[CH:23]=[CH:22][C:8]2[N:9]=[C:10]([NH:12][C:13](=[O:21])[C:14]3[CH:19]=[CH:18][C:17]([CH3:20])=[CH:16][CH:15]=3)[S:11][C:7]=2[CH:6]=1)=[O:4].C(=O)([O-])[O-].[K+].[K+].Br[CH:31]([CH2:36][CH3:37])[C:32]([O:34]C)=[O:33]. Product: [CH3:20][C:17]1[CH:18]=[CH:19][C:14]([C:13]([N:12]=[C:10]2[N:9]([CH:31]([CH2:36][CH3:37])[C:32]([OH:34])=[O:33])[C:8]3[CH:22]=[CH:23][C:5]([C:3](=[O:4])[NH:2][CH3:1])=[CH:6][C:7]=3[S:11]2)=[O:21])=[CH:15][CH:16]=1. The catalyst class is: 9.